From a dataset of Retrosynthesis with 50K atom-mapped reactions and 10 reaction types from USPTO. Predict the reactants needed to synthesize the given product. (1) Given the product COC(=O)c1nc(-c2c(F)cccc2F)c(F)cc1N, predict the reactants needed to synthesize it. The reactants are: CC1(C)OB(c2c(F)cccc2F)OC1(C)C.COC(=O)c1nc(Br)c(F)cc1N. (2) Given the product OCc1cccc(Sc2ccccc2)c1, predict the reactants needed to synthesize it. The reactants are: O=Cc1cccc(Sc2ccccc2)c1. (3) Given the product COC(=O)c1cc(Br)ccc1Nc1cc(F)c(-c2ccc(Cl)c(C)c2)cc1OC, predict the reactants needed to synthesize it. The reactants are: COC(=O)c1cc(Br)ccc1N.COc1cc(-c2ccc(Cl)c(C)c2)c(F)cc1I. (4) The reactants are: CN1C(=O)C(C)(C)[C@@](C)(c2cc(N)ccc2F)N=C1N.O=C(O)c1cccc2c1CCC2=O. Given the product CN1C(=O)C(C)(C)[C@@](C)(c2cc(NC3CCc4c(C(=O)O)cccc43)ccc2F)N=C1N, predict the reactants needed to synthesize it. (5) Given the product CC(=O)N(CCCC(=O)c1ccccc1)C(C)C, predict the reactants needed to synthesize it. The reactants are: CC(=O)N(CCCC(O)c1ccccc1)C(C)C. (6) The reactants are: CCn1c(-c2cccc(F)c2)nc2c(N)nc(C#CC(C)(C)O)nc21. Given the product CCn1c(-c2cccc(F)c2)nc2c(N)nc(/C=C\C(C)(C)O)nc21, predict the reactants needed to synthesize it. (7) Given the product Cc1nc2c(N)nc3ccccc3c2n1CCOCCNC(=O)NC1CCCCC1, predict the reactants needed to synthesize it. The reactants are: Cc1nc2c(N)nc3ccccc3c2n1CCOCCN.O=C=NC1CCCCC1. (8) Given the product CC(C)(C)OC(=O)N1CCC(Oc2ccc(-n3ccc4cc(S(C)(=O)=O)cnc43)nc2)CC1, predict the reactants needed to synthesize it. The reactants are: CC(C)(C)OC(=O)N1CCC(Oc2ccc(Cl)nc2)CC1.CS(=O)(=O)c1cnc2[nH]ccc2c1.